Dataset: Catalyst prediction with 721,799 reactions and 888 catalyst types from USPTO. Task: Predict which catalyst facilitates the given reaction. Reactant: [CH3:1][C:2]1[C:3]([OH:10])=[CH:4][C:5]([OH:9])=[N:6][C:7]=1[CH3:8].[N+:11]([O-])([OH:13])=[O:12]. Product: [CH3:1][C:2]1[C:3]([OH:10])=[C:4]([N+:11]([O-:13])=[O:12])[C:5]([OH:9])=[N:6][C:7]=1[CH3:8]. The catalyst class is: 65.